From a dataset of Reaction yield outcomes from USPTO patents with 853,638 reactions. Predict the reaction yield, written as a fraction of the theoretical maximum amount of product (1.0 means a 100% yield; for example, 0.34 means a 34% yield). (1) The reactants are [NH2:1][C:2]1[N:10]=[C:9](I)[N:8]=[C:7]2[C:3]=1[N:4]=[CH:5][N:6]2[C@@H:12]1[O:16][C@H:15]([C:17]([NH:19][CH2:20][CH3:21])=[O:18])[C@@H:14]([OH:22])[C@H:13]1[OH:23].[CH2:24]([CH:27]1[CH2:32][CH2:31][CH:30]([C:33]([O:35][CH3:36])=[O:34])[CH2:29][CH2:28]1)[C:25]#[CH:26]. The catalyst is C(#N)C.[Cu]I.C1C=CC([P]([Pd]([P](C2C=CC=CC=2)(C2C=CC=CC=2)C2C=CC=CC=2)([P](C2C=CC=CC=2)(C2C=CC=CC=2)C2C=CC=CC=2)[P](C2C=CC=CC=2)(C2C=CC=CC=2)C2C=CC=CC=2)(C2C=CC=CC=2)C2C=CC=CC=2)=CC=1. The product is [CH3:21][CH2:20][NH:19][C:17]([C@H:15]1[O:16][C@@H:12]([N:6]2[C:7]3[N:8]=[C:9]([C:26]#[C:25][CH2:24][CH:27]4[CH2:32][CH2:31][CH:30]([C:33]([O:35][CH3:36])=[O:34])[CH2:29][CH2:28]4)[N:10]=[C:2]([NH2:1])[C:3]=3[N:4]=[CH:5]2)[C@H:13]([OH:23])[C@@H:14]1[OH:22])=[O:18]. The yield is 0.240. (2) The reactants are [N:1]([CH2:4][C@@H:5]([NH:13][C:14]([C:16]1[S:32][C:19]2=[N:20][C:21]3[CH2:22][CH2:23][CH:24]([C:28]([CH3:31])([CH3:30])[CH3:29])[CH2:25][C:26]=3[CH:27]=[C:18]2[CH:17]=1)=[O:15])[C:6]1[CH:11]=[CH:10][CH:9]=[C:8]([Br:12])[CH:7]=1)=[N+]=[N-].C(N(CC)CC)C.C1(P(C2C=CC=CC=2)C2C=CC=CC=2)C=CC=CC=1. The catalyst is C1COCC1.O. The product is [NH2:1][CH2:4][C@@H:5]([NH:13][C:14]([C:16]1[S:32][C:19]2=[N:20][C:21]3[CH2:22][CH2:23][CH:24]([C:28]([CH3:30])([CH3:29])[CH3:31])[CH2:25][C:26]=3[CH:27]=[C:18]2[CH:17]=1)=[O:15])[C:6]1[CH:11]=[CH:10][CH:9]=[C:8]([Br:12])[CH:7]=1. The yield is 0.830. (3) The reactants are O1[C:5]2([CH2:10][CH2:9][CH:8]([O:11][CH2:12][C:13]([CH3:16])([OH:15])[CH3:14])[CH2:7][CH2:6]2)[O:4]CC1.Cl.CC(C)=O. The catalyst is O. The product is [OH:15][C:13]([CH3:16])([CH3:14])[CH2:12][O:11][CH:8]1[CH2:9][CH2:10][C:5](=[O:4])[CH2:6][CH2:7]1. The yield is 0.730. (4) The catalyst is ClCCl.C(N(C(C)C)C(C)C)C. The reactants are [CH2:1]([NH:8][C:9]1[CH:14]=[C:13]([C:15]2[CH:20]=[CH:19][CH:18]=[CH:17][C:16]=2[CH3:21])[C:12]([NH:22][CH3:23])=[CH:11][N:10]=1)[C:2]1[CH:7]=[CH:6][CH:5]=[CH:4][CH:3]=1.Cl[C:25]([O:27][CH2:28][C:29]1[CH:34]=[CH:33][CH:32]=[CH:31][CH:30]=1)=[O:26]. The yield is 0.800. The product is [CH2:28]([O:27][C:25](=[O:26])[N:8]([CH2:1][C:2]1[CH:3]=[CH:4][CH:5]=[CH:6][CH:7]=1)[C:9]1[CH:14]=[C:13]([C:15]2[CH:20]=[CH:19][CH:18]=[CH:17][C:16]=2[CH3:21])[C:12]([NH:22][CH3:23])=[CH:11][N:10]=1)[C:29]1[CH:34]=[CH:33][CH:32]=[CH:31][CH:30]=1.